This data is from Reaction yield outcomes from USPTO patents with 853,638 reactions. The task is: Predict the reaction yield, written as a fraction of the theoretical maximum amount of product (1.0 means a 100% yield; for example, 0.34 means a 34% yield). (1) The reactants are Br[C:2]1[CH:3]=[C:4]([N:8]2[CH2:12][CH2:11][CH:10]([O:13][Si:14]([C:17]([CH3:20])([CH3:19])[CH3:18])([CH3:16])[CH3:15])[CH2:9]2)[CH:5]=[CH:6][CH:7]=1.[B:21]1([B:21]2[O:25][C:24]([CH3:27])([CH3:26])[C:23]([CH3:29])([CH3:28])[O:22]2)[O:25][C:24]([CH3:27])([CH3:26])[C:23]([CH3:29])([CH3:28])[O:22]1.CC([O-])=O.[K+]. The catalyst is CN(C=O)C.C1C=CC(P(C2C=CC=CC=2)[C-]2C=CC=C2)=CC=1.C1C=CC(P(C2C=CC=CC=2)[C-]2C=CC=C2)=CC=1.Cl[Pd]Cl.[Fe+2]. The product is [Si:14]([O:13][CH:10]1[CH2:11][CH2:12][N:8]([C:4]2[CH:5]=[CH:6][CH:7]=[C:2]([B:21]3[O:25][C:24]([CH3:27])([CH3:26])[C:23]([CH3:29])([CH3:28])[O:22]3)[CH:3]=2)[CH2:9]1)([C:17]([CH3:20])([CH3:19])[CH3:18])([CH3:16])[CH3:15]. The yield is 0.750. (2) The reactants are [Cl:1][C:2]1[N:3]=[C:4]([C:10]2[CH:11]=[N:12][CH:13]=[CH:14][CH:15]=2)[S:5][C:6]=1[NH:7][CH2:8][CH3:9].[CH3:16][CH:17]([CH2:21][S:22][CH3:23])[C:18](O)=[O:19].C(N(CC)CC)C.Cl.CN(C)CCCN=C=NCC. The catalyst is ClC(Cl)C. The product is [Cl:1][C:2]1[N:3]=[C:4]([C:10]2[CH:11]=[N:12][CH:13]=[CH:14][CH:15]=2)[S:5][C:6]=1[N:7]([CH2:8][CH3:9])[C:18](=[O:19])[CH:17]([CH3:16])[CH2:21][S:22][CH3:23]. The yield is 0.600. (3) The reactants are [C:1]([C:3]1[C:4]([NH2:10])=[N:5][C:6]([NH2:9])=[CH:7][CH:8]=1)#[CH:2].[CH2:11]([C:18]1[N:23]=[CH:22][C:21]([CH2:24][C:25](Cl)=[N:26][OH:27])=[CH:20][CH:19]=1)[C:12]1[CH:17]=[CH:16][CH:15]=[CH:14][CH:13]=1.C(N(CC)CC)C. The catalyst is O1CCCC1. The product is [CH2:11]([C:18]1[N:23]=[CH:22][C:21]([CH2:24][C:25]2[CH:2]=[C:1]([C:3]3[C:4]([NH2:10])=[N:5][C:6]([NH2:9])=[CH:7][CH:8]=3)[O:27][N:26]=2)=[CH:20][CH:19]=1)[C:12]1[CH:13]=[CH:14][CH:15]=[CH:16][CH:17]=1. The yield is 0.800. (4) The reactants are [CH3:1][C:2]1([C:5]2[O:9][N:8]=[C:7]([C:10]([O:12][CH2:13][CH3:14])=[O:11])[CH:6]=2)[CH2:4][CH2:3]1.[I:15]N1C(=O)CCC1=O. The catalyst is C(O)(C(F)(F)F)=O. The product is [CH2:13]([O:12][C:10]([C:7]1[C:6]([I:15])=[C:5]([C:2]2([CH3:1])[CH2:3][CH2:4]2)[O:9][N:8]=1)=[O:11])[CH3:14]. The yield is 0.750. (5) The reactants are [CH3:1][O:2][C:3]1[CH:4]=[C:5]([CH:34]=[CH:35][C:36]=1[O:37][CH2:38][C:39]1[CH:40]=[N:41][C:42]([O:45][CH3:46])=[CH:43][CH:44]=1)[CH2:6][N:7]1[C:11]2=[N:12][CH:13]=[C:14]([C:16]3[N:20]=[C:19]([CH:21]4[CH2:26][CH2:25][N:24](C(OC(C)(C)C)=O)[CH2:23][CH2:22]4)[O:18][N:17]=3)[CH:15]=[C:10]2[N:9]=[CH:8]1.FC(F)(F)C(O)=O. The catalyst is ClCCl.C(=O)([O-])[O-].[Na+].[Na+]. The product is [CH3:1][O:2][C:3]1[CH:4]=[C:5]([CH:34]=[CH:35][C:36]=1[O:37][CH2:38][C:39]1[CH:40]=[N:41][C:42]([O:45][CH3:46])=[CH:43][CH:44]=1)[CH2:6][N:7]1[C:11]2=[N:12][CH:13]=[C:14]([C:16]3[N:20]=[C:19]([CH:21]4[CH2:26][CH2:25][NH:24][CH2:23][CH2:22]4)[O:18][N:17]=3)[CH:15]=[C:10]2[N:9]=[CH:8]1. The yield is 0.570. (6) The reactants are Cl[C:2]1[CH:3]=[C:4]([NH:11][C:12]2[CH:17]=[CH:16][CH:15]=[C:14]([N:18]3[CH2:22][CH2:21][CH2:20][CH:19]3[CH3:23])[N:13]=2)[C:5]2[N:6]([CH:8]=[CH:9][N:10]=2)[N:7]=1.[O:24]1[C:28]2[CH:29]=[CH:30][C:31](B(O)O)=[CH:32][C:27]=2[O:26][CH2:25]1.CC(C1C=C(C(C)C)C(C2C=CC=CC=2P(C2CCCCC2)C2CCCCC2)=C(C(C)C)C=1)C.C([O-])([O-])=O.[Na+].[Na+]. The catalyst is O1CCOCC1.O.C1C=CC(/C=C/C(/C=C/C2C=CC=CC=2)=O)=CC=1.C1C=CC(/C=C/C(/C=C/C2C=CC=CC=2)=O)=CC=1.C1C=CC(/C=C/C(/C=C/C2C=CC=CC=2)=O)=CC=1.[Pd].[Pd]. The product is [O:24]1[C:28]2[CH:29]=[CH:30][C:31]([C:2]3[CH:3]=[C:4]([NH:11][C:12]4[CH:17]=[CH:16][CH:15]=[C:14]([N:18]5[CH2:22][CH2:21][CH2:20][CH:19]5[CH3:23])[N:13]=4)[C:5]4[N:6]([CH:8]=[CH:9][N:10]=4)[N:7]=3)=[CH:32][C:27]=2[O:26][CH2:25]1. The yield is 0.750.